This data is from Reaction yield outcomes from USPTO patents with 853,638 reactions. The task is: Predict the reaction yield, written as a fraction of the theoretical maximum amount of product (1.0 means a 100% yield; for example, 0.34 means a 34% yield). The reactants are [Br:1][C:2]1[CH:3]=[C:4]2[C:8](=[CH:9][CH:10]=1)[NH:7][C:6](=[O:11])[CH2:5]2.[CH2:12]([N:14]([CH2:31][CH3:32])[CH2:15][CH2:16][NH:17][C:18]([C:20]1[NH:21][C:22]([CH:29]=O)=[C:23]2[C:28]=1[CH2:27][CH2:26][CH2:25][CH2:24]2)=[O:19])[CH3:13]. No catalyst specified. The product is [CH2:31]([N:14]([CH2:12][CH3:13])[CH2:15][CH2:16][NH:17][C:18]([C:20]1[NH:21][C:22]([CH:29]=[C:5]2[C:4]3[C:8](=[CH:9][CH:10]=[C:2]([Br:1])[CH:3]=3)[NH:7][C:6]2=[O:11])=[C:23]2[C:28]=1[CH2:27][CH2:26][CH2:25][CH2:24]2)=[O:19])[CH3:32]. The yield is 0.670.